Dataset: Full USPTO retrosynthesis dataset with 1.9M reactions from patents (1976-2016). Task: Predict the reactants needed to synthesize the given product. (1) Given the product [N:2]1[NH:3][CH:10]([C:6]2[CH:5]=[N:4][CH:9]=[CH:8][CH:7]=2)[CH2:11][CH:12]=1, predict the reactants needed to synthesize it. The reactants are: O.[NH2:2][NH2:3].[N:4]1[CH:9]=[CH:8][CH:7]=[C:6]([CH:10]=[CH:11][CH:12]=O)[CH:5]=1. (2) The reactants are: [NH2:1][C:2]1[CH:7]=[CH:6][CH:5]=[CH:4][CH:3]=1.[Li+].C[Si]([N-][Si](C)(C)C)(C)C.F[C:19]1[C:24]([F:25])=[C:23]([F:26])[CH:22]=[CH:21][C:20]=1[N+:27]([O-:29])=[O:28]. Given the product [F:25][C:24]1[C:23]([F:26])=[CH:22][CH:21]=[C:20]([N+:27]([O-:29])=[O:28])[C:19]=1[NH:1][C:2]1[CH:7]=[CH:6][CH:5]=[CH:4][CH:3]=1, predict the reactants needed to synthesize it. (3) Given the product [C:13]([OH:15])(=[O:14])[CH:11]=[CH2:10].[C:16]([OH:20])(=[O:19])[CH:17]=[CH2:18].[C:27]([OH:32])(=[O:31])[CH:28]=[CH2:29].[CH2:36]([C:23]([CH2:22][OH:26])([CH2:13][OH:15])[CH2:24][CH3:25])[OH:39], predict the reactants needed to synthesize it. The reactants are: C[C@@]12[CH:10]([C:11]([C:13]([O-:15])=[O:14])=C)C[C@H](C1(C)C)CC2.[C:16]([O:20]C[CH:22]1[O:26][CH2:25][CH2:24][CH2:23]1)(=[O:19])[CH:17]=[CH2:18].[C:27]([O:32]CCO)(=[O:31])[C:28](C)=[CH2:29].[C:36](OCCCCCCOC(=O)C=C)(=[O:39])C=C. (4) Given the product [C:14]([C:4]1[CH:5]=[CH:6][C:7]([N:8]2[CH2:13][CH2:12][N:11]([C:20]([C:19]3[CH:23]=[C:24]([CH:25]=[CH:26][C:18]=3[Br:17])[C:27]#[N:28])=[O:21])[CH2:10][CH2:9]2)=[C:2]([F:1])[CH:3]=1)(=[O:16])[CH3:15], predict the reactants needed to synthesize it. The reactants are: [F:1][C:2]1[CH:3]=[C:4]([C:14](=[O:16])[CH3:15])[CH:5]=[CH:6][C:7]=1[N:8]1[CH2:13][CH2:12][NH:11][CH2:10][CH2:9]1.[Br:17][C:18]1[CH:26]=[CH:25][C:24]([C:27]#[N:28])=[CH:23][C:19]=1[C:20](O)=[O:21]. (5) Given the product [C:23]([NH:22][C:19]1[CH:18]=[CH:17][C:16]([C:13]2[C:12]3[C:7](=[CH:8][CH:9]=[C:10]([Cl:31])[CH:11]=3)[CH:6]=[C:5]([CH2:4][C:3]([OH:32])=[O:2])[C:14]=2[CH3:15])=[CH:21][CH:20]=1)(=[O:30])[C:24]1[CH:29]=[CH:28][CH:27]=[CH:26][CH:25]=1, predict the reactants needed to synthesize it. The reactants are: C[O:2][C:3](=[O:32])[CH2:4][C:5]1[C:14]([CH3:15])=[C:13]([C:16]2[CH:21]=[CH:20][C:19]([NH:22][C:23](=[O:30])[C:24]3[CH:29]=[CH:28][CH:27]=[CH:26][CH:25]=3)=[CH:18][CH:17]=2)[C:12]2[C:7](=[CH:8][CH:9]=[C:10]([Cl:31])[CH:11]=2)[CH:6]=1.[OH-].[Na+].